From a dataset of NCI-60 drug combinations with 297,098 pairs across 59 cell lines. Regression. Given two drug SMILES strings and cell line genomic features, predict the synergy score measuring deviation from expected non-interaction effect. (1) Drug 1: CCCS(=O)(=O)NC1=C(C(=C(C=C1)F)C(=O)C2=CNC3=C2C=C(C=N3)C4=CC=C(C=C4)Cl)F. Drug 2: C1=C(C(=O)NC(=O)N1)N(CCCl)CCCl. Cell line: RXF 393. Synergy scores: CSS=28.9, Synergy_ZIP=1.31, Synergy_Bliss=6.57, Synergy_Loewe=7.95, Synergy_HSA=9.24. (2) Drug 1: C1CC(=O)NC(=O)C1N2CC3=C(C2=O)C=CC=C3N. Drug 2: CC(C1=C(C=CC(=C1Cl)F)Cl)OC2=C(N=CC(=C2)C3=CN(N=C3)C4CCNCC4)N. Cell line: MCF7. Synergy scores: CSS=-2.97, Synergy_ZIP=-3.47, Synergy_Bliss=-7.61, Synergy_Loewe=-12.8, Synergy_HSA=-7.74. (3) Drug 1: CCCCC(=O)OCC(=O)C1(CC(C2=C(C1)C(=C3C(=C2O)C(=O)C4=C(C3=O)C=CC=C4OC)O)OC5CC(C(C(O5)C)O)NC(=O)C(F)(F)F)O. Drug 2: CC1C(C(CC(O1)OC2CC(CC3=C2C(=C4C(=C3O)C(=O)C5=C(C4=O)C(=CC=C5)OC)O)(C(=O)CO)O)N)O.Cl. Cell line: HCT116. Synergy scores: CSS=36.8, Synergy_ZIP=-1.80, Synergy_Bliss=-3.75, Synergy_Loewe=-2.63, Synergy_HSA=-1.41. (4) Drug 1: CN(CC1=CN=C2C(=N1)C(=NC(=N2)N)N)C3=CC=C(C=C3)C(=O)NC(CCC(=O)O)C(=O)O. Drug 2: C1C(C(OC1N2C=NC3=C2NC=NCC3O)CO)O. Cell line: TK-10. Synergy scores: CSS=13.6, Synergy_ZIP=-3.33, Synergy_Bliss=3.37, Synergy_Loewe=-17.0, Synergy_HSA=2.11. (5) Drug 1: C1=CC(=CC=C1C#N)C(C2=CC=C(C=C2)C#N)N3C=NC=N3. Drug 2: C1=NNC2=C1C(=O)NC=N2. Cell line: SK-MEL-28. Synergy scores: CSS=-0.545, Synergy_ZIP=-0.300, Synergy_Bliss=-0.466, Synergy_Loewe=0.0718, Synergy_HSA=-0.397. (6) Drug 1: CN(C)N=NC1=C(NC=N1)C(=O)N. Drug 2: C1=NC(=NC(=O)N1C2C(C(C(O2)CO)O)O)N. Cell line: UACC62. Synergy scores: CSS=17.2, Synergy_ZIP=0.00697, Synergy_Bliss=7.91, Synergy_Loewe=-2.98, Synergy_HSA=8.98.